This data is from Forward reaction prediction with 1.9M reactions from USPTO patents (1976-2016). The task is: Predict the product of the given reaction. (1) Given the reactants [BrH:1].[Br:2][C:3]1[CH:4]=[C:5]([CH:25]=[CH:26][CH:27]=1)[CH2:6][C:7]([CH2:17][C:18]1[CH:23]=[CH:22][CH:21]=[C:20]([Br:24])[CH:19]=1)=[CH:8]CC1C=CC=C(Br)C=1, predict the reaction product. The product is: [Br:24][C:20]1[CH:19]=[C:18]([CH:23]=[CH:22][CH:21]=1)[CH2:17][C:7]([CH2:8][C:26]1[CH:25]=[CH:5][CH:4]=[C:3]([Br:2])[CH:27]=1)([CH2:6][C:5]1[CH:25]=[CH:26][CH:27]=[C:3]([Br:2])[CH:4]=1)[Br:1]. (2) Given the reactants [N+:1]([C:4]1[N:9]=[C:8]([NH2:10])[CH:7]=[CH:6][CH:5]=1)([O-:3])=[O:2].[Br:11]N1C(=O)CCC1=O, predict the reaction product. The product is: [Br:11][C:5]1[CH:6]=[CH:7][C:8]([NH2:10])=[N:9][C:4]=1[N+:1]([O-:3])=[O:2]. (3) Given the reactants [N:1]1([CH2:6][C:7]2[CH:12]=[CH:11][C:10]([N:13]3[CH2:18][CH2:17][CH:16]([CH:19]=O)[CH2:15][CH2:14]3)=[CH:9][CH:8]=2)[CH2:5][CH2:4][CH2:3][CH2:2]1.[NH:21]1[CH2:26][CH2:25][O:24][CH2:23][CH2:22]1, predict the reaction product. The product is: [N:1]1([CH2:6][C:7]2[CH:12]=[CH:11][C:10]([N:13]3[CH2:14][CH2:15][CH:16]([CH2:19][N:21]4[CH2:26][CH2:25][O:24][CH2:23][CH2:22]4)[CH2:17][CH2:18]3)=[CH:9][CH:8]=2)[CH2:2][CH2:3][CH2:4][CH2:5]1. (4) Given the reactants [Br:1][C:2]1[CH:3]=[C:4]([CH:8]=[CH:9][C:10]=1[Cl:11])[C:5]([NH2:7])=O, predict the reaction product. The product is: [Br:1][C:2]1[CH:3]=[C:4]([CH2:5][NH2:7])[CH:8]=[CH:9][C:10]=1[Cl:11]. (5) Given the reactants [OH:1][C:2]1[CH:3]=[C:4]2[C:8](=[CH:9][CH:10]=1)[NH:7][CH:6]=[CH:5]2.N1C=CN=C1.[CH3:16][C:17]([Si:20](Cl)([CH3:22])[CH3:21])([CH3:19])[CH3:18], predict the reaction product. The product is: [Si:20]([O:1][C:2]1[CH:3]=[C:4]2[C:8](=[CH:9][CH:10]=1)[NH:7][CH:6]=[CH:5]2)([C:17]([CH3:19])([CH3:18])[CH3:16])([CH3:22])[CH3:21]. (6) Given the reactants [Si]([O:18][CH2:19][C:20]1[S:28][C:27]2[C:26](=[O:29])[N:25]([C:30]3[CH:35]=[CH:34][C:33]([O:36][CH2:37][CH2:38][N:39]([CH3:41])[CH3:40])=[CH:32][CH:31]=3)[CH:24]=[N:23][C:22]=2[CH:21]=1)(C(C)(C)C)(C1C=CC=CC=1)C1C=CC=CC=1.CCCC[N+](CCCC)(CCCC)CCCC.[F-], predict the reaction product. The product is: [CH3:40][N:39]([CH3:41])[CH2:38][CH2:37][O:36][C:33]1[CH:34]=[CH:35][C:30]([N:25]2[C:26](=[O:29])[C:27]3[S:28][C:20]([CH2:19][OH:18])=[CH:21][C:22]=3[N:23]=[CH:24]2)=[CH:31][CH:32]=1. (7) Given the reactants Cl[C:2]1[C:7]2[N:8]=[CH:9][N:10]([CH3:11])[C:6]=2[C:5]([C:12]([O:14][CH2:15][CH3:16])=[O:13])=[CH:4][N:3]=1.[Cl:17][C:18]1[CH:19]=[C:20]([CH:22]=[CH:23][CH:24]=1)[NH2:21].CS(O)(=O)=O, predict the reaction product. The product is: [Cl:17][C:18]1[CH:19]=[C:20]([NH:21][C:2]2[C:7]3[N:8]=[CH:9][N:10]([CH3:11])[C:6]=3[C:5]([C:12]([O:14][CH2:15][CH3:16])=[O:13])=[CH:4][N:3]=2)[CH:22]=[CH:23][CH:24]=1.